Dataset: Forward reaction prediction with 1.9M reactions from USPTO patents (1976-2016). Task: Predict the product of the given reaction. (1) Given the reactants [CH3:1][C:2]1[C:3]([N:9]2[CH2:14][CH2:13][N:12]([C:15]([C:17]3[CH:18]=[N:19][C:20]([N:24]4[CH2:28][CH2:27][CH2:26][S:25]4(=[O:30])=[O:29])=[CH:21][C:22]=3[CH3:23])=[O:16])[CH2:11][CH2:10]2)=[N:4][CH:5]=[C:6]([CH3:8])[CH:7]=1.[ClH:31].C(OCC)C, predict the reaction product. The product is: [ClH:31].[ClH:31].[CH3:1][C:2]1[C:3]([N:9]2[CH2:10][CH2:11][N:12]([C:15]([C:17]3[CH:18]=[N:19][C:20]([N:24]4[CH2:28][CH2:27][CH2:26][S:25]4(=[O:29])=[O:30])=[CH:21][C:22]=3[CH3:23])=[O:16])[CH2:13][CH2:14]2)=[N:4][CH:5]=[C:6]([CH3:8])[CH:7]=1. (2) Given the reactants [Cl:1][C:2]1[N:7]=[C:6]([N:8]2[CH2:13][CH2:12][O:11][CH2:10][CH2:9]2)[CH:5]=[C:4]([CH2:14][S:15]([CH:18]2[CH2:20][CH2:19]2)(=[O:17])=[O:16])[N:3]=1.[H-].[Na+].Cl.[CH2:24]([N:31]([CH2:35][CH2:36]Cl)[CH2:32][CH2:33]Cl)[C:25]1[CH:30]=[CH:29][CH:28]=[CH:27][CH:26]=1, predict the reaction product. The product is: [CH2:24]([N:31]1[CH2:35][CH2:36][C:14]([C:4]2[N:3]=[C:2]([Cl:1])[N:7]=[C:6]([N:8]3[CH2:9][CH2:10][O:11][CH2:12][CH2:13]3)[CH:5]=2)([S:15]([CH:18]2[CH2:19][CH2:20]2)(=[O:17])=[O:16])[CH2:33][CH2:32]1)[C:25]1[CH:30]=[CH:29][CH:28]=[CH:27][CH:26]=1. (3) Given the reactants C[Si]([N-][Si](C)(C)C)(C)C.[Na+].[NH:11]1[C:19]2[C:14](=[N:15][CH:16]=[CH:17][CH:18]=2)[C:13]([N:20]2[CH2:25][CH2:24][N:23]3[CH2:26][CH2:27][CH2:28][CH2:29][CH:22]3[CH2:21]2)=[CH:12]1.Cl.[N:31]1[CH:36]=[CH:35][CH:34]=[C:33]([S:37](Cl)(=[O:39])=[O:38])[CH:32]=1.CN(CC)C, predict the reaction product. The product is: [N:31]1[CH:36]=[CH:35][CH:34]=[C:33]([S:37]([N:11]2[C:19]3[C:14](=[N:15][CH:16]=[CH:17][CH:18]=3)[C:13]([N:20]3[CH2:25][CH2:24][N:23]4[CH2:26][CH2:27][CH2:28][CH2:29][CH:22]4[CH2:21]3)=[CH:12]2)(=[O:39])=[O:38])[CH:32]=1.